This data is from Catalyst prediction with 721,799 reactions and 888 catalyst types from USPTO. The task is: Predict which catalyst facilitates the given reaction. (1) Reactant: C([O:8][N:9]1[C:15](=[O:16])[N:14]2[CH2:17][C@@H:10]1[CH2:11][CH2:12][C@@H:13]2[C:18]([NH:20][NH:21][C:22]([CH:24]1[CH2:26][CH2:25]1)=[O:23])=[O:19])C1C=CC=CC=1.[H][H]. Product: [CH:24]1([C:22]([NH:21][NH:20][C:18]([C@H:13]2[CH2:12][CH2:11][C@H:10]3[CH2:17][N:14]2[C:15](=[O:16])[N:9]3[OH:8])=[O:19])=[O:23])[CH2:26][CH2:25]1. The catalyst class is: 19. (2) Reactant: [CH:1]1([CH2:4][O:5][CH2:6][C:7]2[CH:12]=[C:11]([C:13]([O:15]CC)=[CH2:14])[N:10]=[C:9]([NH:18][C:19]3[CH:24]=[CH:23][C:22]([N:25]4[CH:29]=[C:28]([CH3:30])[N:27]=[CH:26]4)=[C:21]([O:31][CH3:32])[CH:20]=3)[N:8]=2)[CH2:3][CH2:2]1.O.Cl. Product: [CH:1]1([CH2:4][O:5][CH2:6][C:7]2[N:8]=[C:9]([NH:18][C:19]3[CH:24]=[CH:23][C:22]([N:25]4[CH:29]=[C:28]([CH3:30])[N:27]=[CH:26]4)=[C:21]([O:31][CH3:32])[CH:20]=3)[N:10]=[C:11]([C:13](=[O:15])[CH3:14])[CH:12]=2)[CH2:3][CH2:2]1. The catalyst class is: 12. (3) The catalyst class is: 71. Product: [ClH:49].[ClH:49].[CH2:37]([N:30]1[C:29]2[C:28]3[CH:44]=[CH:45][CH:46]=[CH:47][C:27]=3[N:26]([C:24]([C:21]3[CH:22]=[CH:23][C:18]([O:17][CH2:16][CH2:15][CH2:14][N:11]4[CH2:12][CH2:13][NH:8][CH2:9][CH2:10]4)=[C:19]([CH3:48])[CH:20]=3)=[O:25])[CH2:35][CH2:34][C:33]=2[N:32]=[C:31]1[CH3:36])[C:38]1[CH:39]=[CH:40][CH:41]=[CH:42][CH:43]=1. Reactant: C(OC([N:8]1[CH2:13][CH2:12][N:11]([CH2:14][CH2:15][CH2:16][O:17][C:18]2[CH:23]=[CH:22][C:21]([C:24]([N:26]3[CH2:35][CH2:34][C:33]4[N:32]=[C:31]([CH3:36])[N:30]([CH2:37][C:38]5[CH:43]=[CH:42][CH:41]=[CH:40][CH:39]=5)[C:29]=4[C:28]4[CH:44]=[CH:45][CH:46]=[CH:47][C:27]3=4)=[O:25])=[CH:20][C:19]=2[CH3:48])[CH2:10][CH2:9]1)=O)(C)(C)C.[ClH:49]. (4) Reactant: [NH:1](C(OC(C)(C)C)=O)[CH2:2][C:3]([NH:5][CH2:6][C:7]([NH:9][CH2:10][C:11]([OH:13])=[O:12])=[O:8])=[O:4]. Product: [NH2:1][CH2:2][C:3]([NH:5][CH2:6][C:7]([NH:9][CH2:10][C:11]([OH:13])=[O:12])=[O:8])=[O:4]. The catalyst class is: 157. (5) Reactant: Cl[CH2:2][C:3]1[O:4][C:5]([C:8]2[CH:9]=[CH:10][C:11]3[O:15][CH:14]=[C:13]([C:16]4[CH:21]=[CH:20][CH:19]=[C:18]([O:22][C:23]([F:26])([F:25])[F:24])[CH:17]=4)[C:12]=3[CH:27]=2)=[N:6][N:7]=1.[CH3:28][SH:29].[Na]. Product: [CH3:28][S:29][CH2:2][C:3]1[O:4][C:5]([C:8]2[CH:9]=[CH:10][C:11]3[O:15][CH:14]=[C:13]([C:16]4[CH:21]=[CH:20][CH:19]=[C:18]([O:22][C:23]([F:26])([F:25])[F:24])[CH:17]=4)[C:12]=3[CH:27]=2)=[N:6][N:7]=1. The catalyst class is: 54. (6) Product: [Br:1][C:2]1[C:3]([Cl:12])=[C:4]([NH2:9])[C:5]([NH2:6])=[CH:7][CH:8]=1. The catalyst class is: 8. Reactant: [Br:1][C:2]1[CH:8]=[CH:7][C:5]([NH2:6])=[C:4]([N+:9]([O-])=O)[C:3]=1[Cl:12].O.O.[Sn](Cl)Cl.O.C(=O)([O-])O.[Na+]. (7) Reactant: C[O:2][C:3]([C:5]12[CH2:23][CH:22]1[CH:21]=[CH:20][CH2:19][CH2:18][CH2:17][CH2:16][CH2:15][CH:14]([NH:24][C:25]([O:27][C:28]([CH3:31])([CH3:30])[CH3:29])=[O:26])[C:13](=[O:32])[N:12]1[CH:8]([CH2:9][CH:10]([O:33][C:34]([N:36]3[CH2:44][C:43]4[C:38](=[CH:39][CH:40]=[CH:41][C:42]=4[F:45])[CH2:37]3)=[O:35])[CH2:11]1)[C:7](=[O:46])[NH:6]2)=[O:4].C1COCC1.CO.[OH-].[Li+]. Product: [C:28]([O:27][C:25]([NH:24][CH:14]1[C:13](=[O:32])[N:12]2[CH:8]([CH2:9][CH:10]([O:33][C:34]([N:36]3[CH2:44][C:43]4[C:38](=[CH:39][CH:40]=[CH:41][C:42]=4[F:45])[CH2:37]3)=[O:35])[CH2:11]2)[C:7](=[O:46])[NH:6][C:5]2([C:3]([OH:4])=[O:2])[CH:22]([CH2:23]2)[CH:21]=[CH:20][CH2:19][CH2:18][CH2:17][CH2:16][CH2:15]1)=[O:26])([CH3:31])([CH3:29])[CH3:30]. The catalyst class is: 161. (8) Reactant: [F:1][C:2]([F:19])([F:18])[C:3]1[CH:8]=[CH:7][C:6]([C:9]2[O:10][CH:11]=[C:12]([C:14](OC)=[O:15])[N:13]=2)=[CH:5][CH:4]=1.[H-].[Al+3].[Li+].[H-].[H-].[H-]. Product: [F:19][C:2]([F:1])([F:18])[C:3]1[CH:4]=[CH:5][C:6]([C:9]2[O:10][CH:11]=[C:12]([CH2:14][OH:15])[N:13]=2)=[CH:7][CH:8]=1. The catalyst class is: 7. (9) Reactant: C([O:3][C:4]([CH:6]1[CH2:11][CH2:10][CH:9]([NH:12][C:13]2[N:18]=[C:17]([C:19]3[N:23]4[CH:24]=[CH:25][CH:26]=[C:27]([C:28]([OH:31])([CH3:30])[CH3:29])[C:22]4=[N:21][CH:20]=3)[CH:16]=[CH:15][N:14]=2)[CH2:8][CH2:7]1)=[O:5])C.O[Li].O.C1COCC1.CCO. Product: [OH:31][C:28]([C:27]1[C:22]2[N:23]([C:19]([C:17]3[CH:16]=[CH:15][N:14]=[C:13]([NH:12][CH:9]4[CH2:10][CH2:11][CH:6]([C:4]([OH:5])=[O:3])[CH2:7][CH2:8]4)[N:18]=3)=[CH:20][N:21]=2)[CH:24]=[CH:25][CH:26]=1)([CH3:29])[CH3:30]. The catalyst class is: 6. (10) Reactant: [H-].[Na+].[CH3:3][N:4]1[CH2:9][CH2:8][N:7]([C:10]2[CH:15]=[CH:14][C:13]([NH:16][CH:17]=O)=[C:12]([O:19][CH:20]([CH3:22])[CH3:21])[CH:11]=2)[CH2:6][CH2:5]1.[F:23][C:24]1[CH:29]=[CH:28][C:27]([C:30]2[C:34]3[N:35]=C(S(C)(=O)=O)[N:37]=[CH:38][C:33]=3[S:32][C:31]=2[C:43]([NH2:45])=[O:44])=[CH:26][CH:25]=1. Product: [F:23][C:24]1[CH:25]=[CH:26][C:27]([C:30]2[C:34]3[N:35]=[C:17]([NH:16][C:13]4[CH:14]=[CH:15][C:10]([N:7]5[CH2:8][CH2:9][N:4]([CH3:3])[CH2:5][CH2:6]5)=[CH:11][C:12]=4[O:19][CH:20]([CH3:22])[CH3:21])[N:37]=[CH:38][C:33]=3[S:32][C:31]=2[C:43]([NH2:45])=[O:44])=[CH:28][CH:29]=1. The catalyst class is: 405.